This data is from Retrosynthesis with 50K atom-mapped reactions and 10 reaction types from USPTO. The task is: Predict the reactants needed to synthesize the given product. (1) Given the product Nc1cc(Cl)c([N+](=O)[O-])cc1OCc1ccccc1, predict the reactants needed to synthesize it. The reactants are: BrCc1ccccc1.Nc1cc(Cl)c([N+](=O)[O-])cc1O. (2) Given the product CCOC(=O)CSCc1cccc(C)c1, predict the reactants needed to synthesize it. The reactants are: CCOC(=O)CSCc1ccc(C)cc1. (3) The reactants are: COC1(c2cc(F)cc(S(=O)(=O)c3ccc4c(c3)CCC4=O)c2)CCOCC1.NO. Given the product COC1(c2cc(F)cc(S(=O)(=O)c3ccc4c(c3)CC/C4=N\O)c2)CCOCC1, predict the reactants needed to synthesize it.